This data is from Catalyst prediction with 721,799 reactions and 888 catalyst types from USPTO. The task is: Predict which catalyst facilitates the given reaction. (1) Reactant: [CH:1]1([N:6]2[CH2:12][C:11]([CH3:14])([CH3:13])[C:10](=[O:15])[N:9]([CH3:16])[C:8]3[CH:17]=[N:18][C:19]([NH:21][C:22]4[CH:30]=[CH:29][C:25]([C:26]([OH:28])=O)=[CH:24][C:23]=4[O:31][CH3:32])=[N:20][C:7]2=3)[CH2:5][CH2:4][CH2:3][CH2:2]1.[CH3:33][N:34]1[CH2:39][CH2:38][CH:37]([NH2:40])[CH2:36][CH2:35]1.CCN(C(C)C)C(C)C.CN(C(ON1N=NC2C=CC=NC1=2)=[N+](C)C)C.F[P-](F)(F)(F)(F)F. Product: [CH:1]1([N:6]2[CH2:12][C:11]([CH3:13])([CH3:14])[C:10](=[O:15])[N:9]([CH3:16])[C:8]3[CH:17]=[N:18][C:19]([NH:21][C:22]4[CH:30]=[CH:29][C:25]([C:26]([NH:40][CH:37]5[CH2:38][CH2:39][N:34]([CH3:33])[CH2:35][CH2:36]5)=[O:28])=[CH:24][C:23]=4[O:31][CH3:32])=[N:20][C:7]2=3)[CH2:5][CH2:4][CH2:3][CH2:2]1. The catalyst class is: 39. (2) Reactant: C[Si](C)(C)CCOC[N:7](COCC[Si](C)(C)C)[C:8]1[N:13]2[N:14]=[CH:15][C:16]([C:17]3[CH:18]=[N:19][C:20]([C:23]4[CH:28]=[CH:27][CH:26]=[CH:25][CH:24]=4)=[CH:21][CH:22]=3)=[C:12]2[N:11]=[C:10]([O:29][CH:30]2[CH2:35][CH2:34][N:33](C(OC(C)(C)C)=O)[CH2:32][CH2:31]2)[C:9]=1[C:43]([O:45]CC)=[CH2:44].C(O)(C(F)(F)F)=O. Product: [NH2:7][C:8]1[N:13]2[N:14]=[CH:15][C:16]([C:17]3[CH:18]=[N:19][C:20]([C:23]4[CH:24]=[CH:25][CH:26]=[CH:27][CH:28]=4)=[CH:21][CH:22]=3)=[C:12]2[N:11]=[C:10]([O:29][CH:30]2[CH2:31][CH2:32][NH:33][CH2:34][CH2:35]2)[C:9]=1[C:43](=[O:45])[CH3:44]. The catalyst class is: 6.